The task is: Regression. Given two drug SMILES strings and cell line genomic features, predict the synergy score measuring deviation from expected non-interaction effect.. This data is from NCI-60 drug combinations with 297,098 pairs across 59 cell lines. (1) Drug 1: CS(=O)(=O)OCCCCOS(=O)(=O)C. Drug 2: C1CNP(=O)(OC1)N(CCCl)CCCl. Cell line: NCI-H226. Synergy scores: CSS=-1.70, Synergy_ZIP=1.23, Synergy_Bliss=-0.724, Synergy_Loewe=-3.24, Synergy_HSA=-3.16. (2) Drug 1: C1=NC2=C(N=C(N=C2N1C3C(C(C(O3)CO)O)O)F)N. Drug 2: CCC1(CC2CC(C3=C(CCN(C2)C1)C4=CC=CC=C4N3)(C5=C(C=C6C(=C5)C78CCN9C7C(C=CC9)(C(C(C8N6C)(C(=O)OC)O)OC(=O)C)CC)OC)C(=O)OC)O.OS(=O)(=O)O. Cell line: NCI-H460. Synergy scores: CSS=-1.21, Synergy_ZIP=1.25, Synergy_Bliss=0.655, Synergy_Loewe=-3.42, Synergy_HSA=-2.26.